Dataset: Full USPTO retrosynthesis dataset with 1.9M reactions from patents (1976-2016). Task: Predict the reactants needed to synthesize the given product. (1) Given the product [Cl:32][C:33]1[CH:34]=[C:35]2[C:39](=[CH:40][CH:41]=1)[N:38]([CH2:42][C:43]([O:45][CH3:46])=[O:44])[C:37]([CH3:2])=[C:36]2[CH2:47][C:48]1[CH:53]=[CH:52][C:51](=[O:54])[N:50]([CH2:59][C:58]2[CH:61]=[CH:62][CH:63]=[C:64]([F:65])[C:57]=2[F:56])[CH:49]=1, predict the reactants needed to synthesize it. The reactants are: F[C:2]1C=CC=C(F)C=1CN1C(=O)C=CC(CC2C3C(=CC=CC=3)N(CC(O)=O)C=2C)=C1.[Cl:32][C:33]1[CH:34]=[C:35]2[C:39](=[CH:40][CH:41]=1)[N:38]([CH2:42][C:43]([O:45][CH3:46])=[O:44])[CH:37]=[C:36]2[CH2:47][C:48]1[CH:49]=[N:50][C:51]([O:54]C)=[CH:52][CH:53]=1.[F:56][C:57]1[C:64]([F:65])=[CH:63][CH:62]=[CH:61][C:58]=1[CH2:59]Br.[Na+].[I-]. (2) Given the product [CH3:1][O:2][C:3]1[CH:12]=[C:11]([O:13][CH3:14])[CH:10]=[CH:9][C:4]=1[CH2:5][NH:6][CH3:7], predict the reactants needed to synthesize it. The reactants are: [CH3:1][O:2][C:3]1[CH:12]=[C:11]([O:13][CH3:14])[CH:10]=[CH:9][C:4]=1[CH2:5][NH:6][CH:7]=O.[AlH4-].[Li+].CCOCC. (3) Given the product [OH:20][C:21]1[C:22](=[O:38])[NH:23][CH:24]=[C:25]([S:27][CH2:28][C:29]2[N:30]=[C:31]([CH3:34])[O:32][CH:33]=2)[CH:26]=1, predict the reactants needed to synthesize it. The reactants are: C(SC1C=C(O)C(=O)NC=1)C1C=CC=CC=1.COC[O:20][C:21]1[C:22](=[O:38])[N:23](COC)[CH:24]=[C:25]([S:27][CH2:28][C:29]2[N:30]=[C:31]([CH3:34])[O:32][CH:33]=2)[CH:26]=1. (4) Given the product [CH2:20]([O:15][C:11]1([CH3:14])[CH2:12][CH2:13][N:8]([C:6]([O:5][C:1]([CH3:4])([CH3:2])[CH3:3])=[O:7])[CH2:9][CH2:10]1)[CH:19]=[CH2:18], predict the reactants needed to synthesize it. The reactants are: [C:1]([O:5][C:6]([N:8]1[CH2:13][CH2:12][C:11]([OH:15])([CH3:14])[CH2:10][CH2:9]1)=[O:7])([CH3:4])([CH3:3])[CH3:2].[H-].[Na+].[CH2:18](Br)[CH:19]=[CH2:20]. (5) The reactants are: [Cl:1][C:2]1[C:7]([NH:8][S:9]([CH:12]2[CH2:14][CH2:13]2)(=[O:11])=[O:10])=[CH:6][C:5]([N:15]=C(C2C=CC=CC=2)C2C=CC=CC=2)=[CH:4][N:3]=1.Cl. Given the product [NH2:15][C:5]1[CH:6]=[C:7]([NH:8][S:9]([CH:12]2[CH2:14][CH2:13]2)(=[O:11])=[O:10])[C:2]([Cl:1])=[N:3][CH:4]=1, predict the reactants needed to synthesize it. (6) Given the product [NH2:1][C:2]1[C:15]([I:16])=[C:6]([C:7]([NH:9][CH2:10][CH:11]([O:14][C:31](=[O:33])[CH3:32])[CH2:12][O:13][C:18](=[O:19])[CH3:4])=[O:8])[C:5]([I:17])=[C:4]([C:3]=1[I:26])[C:18]([NH:20][CH2:21][CH:22]([O:25][C:12](=[O:13])[CH3:11])[CH2:23][O:24][C:7](=[O:8])[CH3:6])=[O:19], predict the reactants needed to synthesize it. The reactants are: [NH2:1][C:2]1[C:3]([I:26])=[C:4]([C:18]([NH:20][CH2:21][CH:22]([OH:25])[CH2:23][OH:24])=[O:19])[C:5]([I:17])=[C:6]([C:15]=1[I:16])[C:7]([NH:9][CH2:10][CH:11]([OH:14])[CH2:12][OH:13])=[O:8].C(O[C:31](=[O:33])[CH3:32])(=O)C. (7) Given the product [F:13][C:14]([F:19])([F:18])[CH2:15][CH2:16][O:17][C:2]([N:32]1[CH2:33][CH2:34][N:29]([C:35]([O:37][CH2:38][C:39]2[CH:44]=[CH:43][CH:42]=[CH:41][CH:40]=2)=[O:36])[CH2:30][CH2:31]1)=[O:4], predict the reactants needed to synthesize it. The reactants are: Cl[C:2](Cl)([O:4]C(=O)OC(Cl)(Cl)Cl)Cl.[F:13][C:14]([F:19])([F:18])[CH2:15][CH2:16][OH:17].CCN(C(C)C)C(C)C.[N:29]1([C:35]([O:37][CH2:38][C:39]2[CH:44]=[CH:43][CH:42]=[CH:41][CH:40]=2)=[O:36])[CH2:34][CH2:33][NH:32][CH2:31][CH2:30]1. (8) Given the product [C:42]([O:41][C:39](=[O:40])[CH2:38][CH2:37][N:36]([C:34]([O:33][C:29]([CH3:32])([CH3:31])[CH3:30])=[O:35])[CH2:46][C:47](=[O:48])[N:23]1[C:22]2[CH:27]=[CH:28][C:19]([O:18][CH2:17][C:10]3[S:11][C:12]([C:13]([F:16])([F:14])[F:15])=[C:8]([C:2]4[CH:3]=[CH:4][CH:5]=[CH:6][CH:7]=4)[CH:9]=3)=[CH:20][C:21]=2[O:26][CH2:25][CH2:24]1)([CH3:44])([CH3:45])[CH3:43], predict the reactants needed to synthesize it. The reactants are: Cl.[C:2]1([C:8]2[CH:9]=[C:10]([CH2:17][O:18][C:19]3[CH:28]=[CH:27][C:22]4[NH:23][CH2:24][CH2:25][O:26][C:21]=4[CH:20]=3)[S:11][C:12]=2[C:13]([F:16])([F:15])[F:14])[CH:7]=[CH:6][CH:5]=[CH:4][CH:3]=1.[C:29]([O:33][C:34]([N:36]([CH2:46][C:47](O)=[O:48])[CH2:37][CH2:38][C:39]([O:41][C:42]([CH3:45])([CH3:44])[CH3:43])=[O:40])=[O:35])([CH3:32])([CH3:31])[CH3:30].CCN=C=NCCCN(C)C.Cl.C1C=CC2N(O)N=NC=2C=1.CCN(C(C)C)C(C)C. (9) Given the product [CH2:1]([O:3][C:4]1[C:13]([O:14][CH3:15])=[CH:12][C:11]2[C:10]([C:16]3[CH:24]=[CH:23][C:19]([C:20]([N:94]4[CH2:95][CH2:96][CH:91]([N:77]5[C:78](=[O:90])[C:79]6[S:83][C:82]([C:84]7[CH:85]=[CH:86][CH:87]=[CH:88][CH:89]=7)=[CH:81][C:80]=6[N:75]([CH2:74][C:71]6[S:70][C:69]([CH3:68])=[N:73][CH:72]=6)[C:76]5=[O:97])[CH2:92][CH2:93]4)=[O:22])=[CH:18][CH:17]=3)=[N:9][C@@H:8]3[CH2:25][CH2:26][S:27][CH2:28][C@@H:7]3[C:6]=2[CH:5]=1)[CH3:2], predict the reactants needed to synthesize it. The reactants are: [CH2:1]([O:3][C:4]1[C:13]([O:14][CH3:15])=[CH:12][C:11]2[C:10]([C:16]3[CH:24]=[CH:23][C:19]([C:20]([OH:22])=O)=[CH:18][CH:17]=3)=[N:9][C@@H:8]3[CH2:25][CH2:26][S:27][CH2:28][C@@H:7]3[C:6]=2[CH:5]=1)[CH3:2].[B-](F)(F)(F)F.CCOC(C(C#N)=NOC(N(C)C)=[N+](C)C)=O.C1C=NC2N(O)N=NC=2C=1.FC(F)(F)C(O)=O.[CH3:68][C:69]1[S:70][C:71]([CH2:74][N:75]2[C:80]3[CH:81]=[C:82]([C:84]4[CH:89]=[CH:88][CH:87]=[CH:86][CH:85]=4)[S:83][C:79]=3[C:78](=[O:90])[N:77]([CH:91]3[CH2:96][CH2:95][NH:94][CH2:93][CH2:92]3)[C:76]2=[O:97])=[CH:72][N:73]=1. (10) The reactants are: [C:1]([O:5][C:6]([C:8]1[CH:13]=[CH:12][C:11]([CH:14](C(OC)=O)[C:15]([O:17]C)=[O:16])=[CH:10][CH:9]=1)=[O:7])([CH3:4])([CH3:3])[CH3:2].CO.[OH-].[Na+]. Given the product [C:1]([O:5][C:6]([C:8]1[CH:9]=[CH:10][C:11]([CH2:14][C:15]([OH:17])=[O:16])=[CH:12][CH:13]=1)=[O:7])([CH3:4])([CH3:2])[CH3:3], predict the reactants needed to synthesize it.